Task: Binary Classification. Given a drug SMILES string, predict its activity (active/inactive) in a high-throughput screening assay against a specified biological target.. Dataset: SARS-CoV-2 main protease (3CLPro) crystallographic fragment screen with 879 compounds (1) The drug is CCC1CCC(NC[C@H]2CCCO2)CC1. The result is 0 (inactive). (2) The drug is CCOc1ccc(CC(=O)O)cc1. The result is 0 (inactive). (3) The molecule is NC(=O)c1ccccc1NC(=O)c1ccncc1. The result is 0 (inactive). (4) The compound is CNC(=O)c1ccc(CS(C)(=O)=O)cc1. The result is 0 (inactive). (5) The molecule is COC(=O)[C@@H]1[C@H](C)CCCN1C(C)=O. The result is 0 (inactive).